Dataset: Forward reaction prediction with 1.9M reactions from USPTO patents (1976-2016). Task: Predict the product of the given reaction. (1) The product is: [Cl:1][C:2]1[CH:3]=[CH:4][C:5]2[N:11]([CH2:12][C:13]([CH3:16])([CH3:17])[CH2:14][OH:15])[C:10](=[O:18])[C@@H:9]([CH2:19][C:20]([NH:35][CH2:36][C:37]3[CH:38]=[CH:39][C:40]([C:41]([O:43][CH3:44])=[O:42])=[CH:45][CH:46]=3)=[O:21])[O:8][C@H:7]([C:23]3[CH:28]=[CH:27][CH:26]=[C:25]([O:29][CH3:30])[C:24]=3[O:31][CH3:32])[C:6]=2[CH:33]=1. Given the reactants [Cl:1][C:2]1[CH:3]=[CH:4][C:5]2[N:11]([CH2:12][C:13]([CH3:17])([CH3:16])[CH2:14][OH:15])[C:10](=[O:18])[C@@H:9]([CH2:19][C:20](O)=[O:21])[O:8][C@H:7]([C:23]3[CH:28]=[CH:27][CH:26]=[C:25]([O:29][CH3:30])[C:24]=3[O:31][CH3:32])[C:6]=2[CH:33]=1.Cl.[NH2:35][CH2:36][C:37]1[CH:46]=[CH:45][C:40]([C:41]([O:43][CH3:44])=[O:42])=[CH:39][CH:38]=1.P(C#N)(OCC)(OCC)=O.C(N(CC)CC)C, predict the reaction product. (2) Given the reactants [F:1][C:2]1[CH:7]=[CH:6][C:5](/[CH:8]=[CH:9]/[C:10]([O:12]CC)=[O:11])=[CH:4][C:3]=1[NH:15][C:16]([C:18]1[C:27]2[C:22](=[CH:23][CH:24]=[CH:25][CH:26]=2)[CH:21]=[C:20]([C:28]2[CH:33]=[C:32]([OH:34])[CH:31]=[C:30]([F:35])[CH:29]=2)[CH:19]=1)=[O:17].O[Li].O, predict the reaction product. The product is: [F:1][C:2]1[CH:7]=[CH:6][C:5](/[CH:8]=[CH:9]/[C:10]([OH:12])=[O:11])=[CH:4][C:3]=1[NH:15][C:16]([C:18]1[C:27]2[C:22](=[CH:23][CH:24]=[CH:25][CH:26]=2)[CH:21]=[C:20]([C:28]2[CH:33]=[C:32]([OH:34])[CH:31]=[C:30]([F:35])[CH:29]=2)[CH:19]=1)=[O:17]. (3) Given the reactants C([O:8][N:9]([CH2:12][C@@H:13]([CH2:17][CH2:18][CH2:19][CH2:20][CH3:21])[C:14](O)=[O:15])[CH:10]=[O:11])C1C=CC=CC=1.[NH:22]1[CH2:26][CH2:25][CH2:24][C@H:23]1[C:27]1[O:28][C:29]2[CH:35]=[CH:34][CH:33]=[CH:32][C:30]=2[N:31]=1, predict the reaction product. The product is: [O:28]1[C:29]2[CH:35]=[CH:34][CH:33]=[CH:32][C:30]=2[N:31]=[C:27]1[C@@H:23]1[CH2:24][CH2:25][CH2:26][N:22]1[C:14]([C@H:13]([CH2:17][CH2:18][CH2:19][CH2:20][CH3:21])[CH2:12][N:9]([OH:8])[CH:10]=[O:11])=[O:15]. (4) Given the reactants [OH-].[Na+].C([O:5][C:6](=[O:28])[C:7]([N:9]1[CH2:14][CH2:13][N:12]([C:15](=[O:27])[C:16]2[CH:21]=[C:20]([F:22])[CH:19]=[CH:18][C:17]=2[C:23]([F:26])([F:25])[F:24])[CH2:11][CH2:10]1)=[O:8])C.Cl, predict the reaction product. The product is: [F:22][C:20]1[CH:19]=[CH:18][C:17]([C:23]([F:25])([F:24])[F:26])=[C:16]([CH:21]=1)[C:15]([N:12]1[CH2:13][CH2:14][N:9]([C:7](=[O:8])[C:6]([OH:28])=[O:5])[CH2:10][CH2:11]1)=[O:27]. (5) The product is: [F:32][C:33]1[C:38]([F:39])=[CH:37][C:36]([C:24]2[CH:23]=[CH:22][N:21]=[CH:20][C:19]=2[NH:2][CH3:3])=[C:35]([O:43][CH3:44])[CH:34]=1. Given the reactants C[N:2]([C:19]1[CH:20]=[N:21][CH:22]=[CH:23][C:24]=1N1CCCCC1C)[C:3](=O)C1C=C(C(F)(F)F)C=C(C(F)(F)F)C=1.[F:32][C:33]1[C:38]([F:39])=[CH:37][C:36](B(O)O)=[C:35]([O:43][CH3:44])[CH:34]=1, predict the reaction product. (6) Given the reactants Br[C:2]1[CH:3]=[C:4]2[C:9](=[C:10](Br)[C:11]=1[O:12]C)[CH2:8][NH:7][C@@:6]([CH3:18])([C:15]([OH:17])=[O:16])[CH2:5]2.CCN(CC)CC.C([NH+](CC)CC)C.[C:33](O[C:33]([O:35][C:36]([CH3:39])([CH3:38])[CH3:37])=[O:34])([O:35][C:36]([CH3:39])([CH3:38])[CH3:37])=[O:34], predict the reaction product. The product is: [C:36]([O:35][C:33]([N:7]1[C@@:6]([CH3:18])([C:15]([OH:17])=[O:16])[CH2:5][C:4]2[C:9](=[CH:10][C:11]([OH:12])=[CH:2][CH:3]=2)[CH2:8]1)=[O:34])([CH3:39])([CH3:38])[CH3:37]. (7) Given the reactants [CH3:1][NH:2][CH2:3][C:4]1[CH:9]=[CH:8][CH:7]=[CH:6][CH:5]=1.C(N(CC)CC)C.[C:17]([C:19]1[CH:24]=[CH:23][CH:22]=[CH:21][C:20]=1[S:25](Cl)(=[O:27])=[O:26])#[N:18], predict the reaction product. The product is: [CH2:3]([N:2]([CH3:1])[S:25]([C:20]1[CH:21]=[CH:22][CH:23]=[CH:24][C:19]=1[C:17]#[N:18])(=[O:27])=[O:26])[C:4]1[CH:9]=[CH:8][CH:7]=[CH:6][CH:5]=1. (8) Given the reactants C(N(C(C)C)CC)(C)C.[C:10](OC(=O)C)(=[O:12])[CH3:11].[CH3:17][NH:18][C:19]([C:21]1[C:25]2[CH:26]=[C:27]([O:31][CH3:32])[C:28]([NH2:30])=[CH:29][C:24]=2[O:23][C:22]=1[C:33]1[CH:38]=[CH:37][C:36]([F:39])=[CH:35][CH:34]=1)=[O:20], predict the reaction product. The product is: [CH3:17][NH:18][C:19]([C:21]1[C:25]2[CH:26]=[C:27]([O:31][CH3:32])[C:28]([NH:30][C:10](=[O:12])[CH3:11])=[CH:29][C:24]=2[O:23][C:22]=1[C:33]1[CH:38]=[CH:37][C:36]([F:39])=[CH:35][CH:34]=1)=[O:20]. (9) Given the reactants [C:1]([O:5][CH:6]([C:11]1[C:12]([C:21]2[CH:22]=[C:23]3[C:28](=[CH:29][CH:30]=2)[O:27][CH2:26][CH2:25][CH2:24]3)=[C:13]2[CH:20]=[CH:19][NH:18][C:14]2=[N:15][C:16]=1[CH3:17])[C:7]([O:9]C)=[O:8])([CH3:4])([CH3:3])[CH3:2].Br[CH2:32][C:33]1[CH:38]=[CH:37][C:36]([N:39]2[CH:43]=[N:42][CH:41]=[N:40]2)=[CH:35][CH:34]=1, predict the reaction product. The product is: [N:39]1([C:36]2[CH:37]=[CH:38][C:33]([CH2:32][N:18]3[C:14]4=[N:15][C:16]([CH3:17])=[C:11]([CH:6]([O:5][C:1]([CH3:4])([CH3:2])[CH3:3])[C:7]([OH:9])=[O:8])[C:12]([C:21]5[CH:22]=[C:23]6[C:28](=[CH:29][CH:30]=5)[O:27][CH2:26][CH2:25][CH2:24]6)=[C:13]4[CH:20]=[CH:19]3)=[CH:34][CH:35]=2)[CH:43]=[N:42][CH:41]=[N:40]1. (10) Given the reactants Br[C:2]1[CH:14]=[C:13]2[C:5]([C:6]3[C:7](=[O:30])[C:8]4[CH:20]=[C:19]([O:21][CH2:22][C@H:23]5[CH2:27][O:26]C(C)(C)[O:24]5)[CH:18]=[CH:17][C:9]=4[C:10]([CH3:16])([CH3:15])[C:11]=3[NH:12]2)=[CH:4][CH:3]=1.[Cu](C#N)[C:32]#[N:33].CC(N(C)C)=O, predict the reaction product. The product is: [OH:24][C@H:23]([CH2:27][OH:26])[CH2:22][O:21][C:19]1[CH:18]=[CH:17][C:9]2[C:10]([CH3:15])([CH3:16])[C:11]3[NH:12][C:13]4[C:5]([C:6]=3[C:7](=[O:30])[C:8]=2[CH:20]=1)=[CH:4][CH:3]=[C:2]([C:32]#[N:33])[CH:14]=4.